Dataset: Full USPTO retrosynthesis dataset with 1.9M reactions from patents (1976-2016). Task: Predict the reactants needed to synthesize the given product. (1) Given the product [CH3:15][O:14][C:10]1[CH:9]=[C:8]([CH:13]=[CH:12][CH:11]=1)[NH2:7], predict the reactants needed to synthesize it. The reactants are: C(OC(=O)[NH:7][C:8]1[CH:13]=[CH:12][CH:11]=[C:10]([O:14][C:15]2C(C(=O)NC3C=CC=CC=3)=CN=C(S(C)(=O)=O)N=2)[CH:9]=1)(C)(C)C.[N-]=[N+]=[N-].[Na+]. (2) Given the product [N:14]1[CH:15]=[CH:16][CH:17]=[CH:18][C:13]=1[C:11]1[O:10][N:9]=[C:8]([C@H:4]2[CH2:5][CH2:6][CH2:7][N:2]([C:22]([C:21]3[C:25]([F:30])=[CH:26][C:27]([F:29])=[CH:28][C:20]=3[F:19])=[O:23])[CH2:3]2)[N:12]=1, predict the reactants needed to synthesize it. The reactants are: Cl.[NH:2]1[CH2:7][CH2:6][CH2:5][C@H:4]([C:8]2[N:12]=[C:11]([C:13]3[CH:18]=[CH:17][CH:16]=[CH:15][N:14]=3)[O:10][N:9]=2)[CH2:3]1.[F:19][C:20]1[CH:28]=[C:27]([F:29])[CH:26]=[C:25]([F:30])[C:21]=1[C:22](Cl)=[O:23]. (3) Given the product [F:30][C:27]([F:28])([F:29])[C:25]1[CH:24]=[C:5]([CH:4]=[C:3]([C:2]([F:1])([F:31])[F:32])[CH:26]=1)[C:6]([N:8]1[CH2:13][CH2:12][N:11]([CH2:34][C:35]([C:37]2[CH:42]=[CH:41][C:40]([N:43]([CH3:44])[CH3:45])=[CH:39][CH:38]=2)=[O:36])[CH2:10][C@H:9]1[CH2:14][C:15]1[C:23]2[C:18](=[CH:19][CH:20]=[CH:21][CH:22]=2)[NH:17][CH:16]=1)=[O:7], predict the reactants needed to synthesize it. The reactants are: [F:1][C:2]([F:32])([F:31])[C:3]1[CH:4]=[C:5]([CH:24]=[C:25]([C:27]([F:30])([F:29])[F:28])[CH:26]=1)[C:6]([N:8]1[CH2:13][CH2:12][NH:11][CH2:10][C@H:9]1[CH2:14][C:15]1[C:23]2[C:18](=[CH:19][CH:20]=[CH:21][CH:22]=2)[NH:17][CH:16]=1)=[O:7].Br[CH2:34][C:35]([C:37]1[CH:42]=[CH:41][C:40]([N:43]([CH3:45])[CH3:44])=[CH:39][CH:38]=1)=[O:36].C(=O)([O-])[O-].O.